Dataset: Retrosynthesis with 50K atom-mapped reactions and 10 reaction types from USPTO. Task: Predict the reactants needed to synthesize the given product. Given the product O=C(O)c1cc(C(F)(F)F)c(CN2CCOCC2)cc1OCc1ccccc1, predict the reactants needed to synthesize it. The reactants are: COC(=O)c1cc(C(F)(F)F)c(CN2CCOCC2)cc1OCc1ccccc1.